From a dataset of Forward reaction prediction with 1.9M reactions from USPTO patents (1976-2016). Predict the product of the given reaction. (1) The product is: [N:9]1[C:10]2[CH:11]=[CH:12][N:13]=[C:4]([NH2:1])[C:5]=2[CH:6]=[CH:7][CH:8]=1. Given the reactants [N:1]([C:4]1[N:13]=[CH:12][CH:11]=[C:10]2[C:5]=1[CH:6]=[CH:7][CH:8]=[N:9]2)=[N+]=[N-].O.O.Cl[Sn]Cl.Cl.C([O-])(O)=O.[Na+], predict the reaction product. (2) Given the reactants [S:1]1[C:5]([NH:6][C:7](=[O:13])[O:8][C:9]([CH3:12])([CH3:11])[CH3:10])=[CH:4][N:3]=[CH:2]1.[Br:14]N1C(=O)CCC1=O, predict the reaction product. The product is: [Br:14][C:4]1[N:3]=[CH:2][S:1][C:5]=1[NH:6][C:7](=[O:13])[O:8][C:9]([CH3:10])([CH3:12])[CH3:11]. (3) Given the reactants [CH2:1]([O:8][CH:9]1[CH2:12][CH:11](C(O)=O)[CH2:10]1)[C:2]1[CH:7]=[CH:6][CH:5]=[CH:4][CH:3]=1.C1C=CC(P(N=[N+]=[N-])(C2C=CC=CC=2)=[O:23])=CC=1.C([N:36]([CH:39](C)C)CC)(C)C.[CH3:42][C:43]([CH3:46])([O-:45])[CH3:44].[K+], predict the reaction product. The product is: [CH2:1]([O:8][CH:9]1[CH2:10][CH:11]([NH:36][C:39](=[O:23])[O:45][C:43]([CH3:46])([CH3:44])[CH3:42])[CH2:12]1)[C:2]1[CH:3]=[CH:4][CH:5]=[CH:6][CH:7]=1.